From a dataset of Forward reaction prediction with 1.9M reactions from USPTO patents (1976-2016). Predict the product of the given reaction. (1) Given the reactants [OH:1][C:2]1[C:9]([O:10][CH3:11])=[CH:8][CH:7]=[C:6]([Br:12])[C:3]=1C=O.[OH:13]O, predict the reaction product. The product is: [Br:12][C:6]1[CH:7]=[CH:8][C:9]([O:10][CH3:11])=[C:2]([OH:1])[C:3]=1[OH:13]. (2) Given the reactants [Br:1]Br.[CH3:3][C:4]1[S:8][C:7]([C:9](=[O:11])[CH3:10])=[CH:6][CH:5]=1.C([O-])(=O)C.[Na+], predict the reaction product. The product is: [Br:1][C:5]1[CH:6]=[C:7]([C:9](=[O:11])[CH3:10])[S:8][C:4]=1[CH3:3]. (3) The product is: [CH3:31][N:7]([CH2:8][C:9]1[CH:10]=[CH:11][C:12]([C:15]2[O:16][CH:17]=[C:18]([C:20]([N:22]3[CH2:27][CH2:26][CH2:25][CH2:24][CH2:23]3)=[O:21])[N:19]=2)=[CH:13][CH:14]=1)[C:6]([O:5][C:1]([CH3:4])([CH3:2])[CH3:3])=[O:28]. Given the reactants [C:1]([O:5][C:6](=[O:28])[NH:7][CH2:8][C:9]1[CH:14]=[CH:13][C:12]([C:15]2[O:16][CH:17]=[C:18]([C:20]([N:22]3[CH2:27][CH2:26][CH2:25][CH2:24][CH2:23]3)=[O:21])[N:19]=2)=[CH:11][CH:10]=1)([CH3:4])([CH3:3])[CH3:2].[H-].[Na+].[CH3:31]I, predict the reaction product. (4) Given the reactants [CH:1]([N:4](CC)C(C)C)(C)C.[CH2:10]([C:15]12[CH2:22][CH2:21][C:18]([C:23]([OH:25])=O)([CH2:19][CH2:20]1)[CH2:17][CH2:16]2)[CH2:11][CH2:12][CH2:13][CH3:14].Cl.CN, predict the reaction product. The product is: [CH3:1][NH:4][C:23]([C:18]12[CH2:21][CH2:22][C:15]([CH2:10][CH2:11][CH2:12][CH2:13][CH3:14])([CH2:20][CH2:19]1)[CH2:16][CH2:17]2)=[O:25]. (5) Given the reactants [CH3:1][O:2][CH2:3][CH2:4][NH2:5].C(=O)([O-])[O-].[K+].[K+].[N+:12]([C:15]1[CH:22]=[CH:21][C:18]([CH2:19]Br)=[CH:17][CH:16]=1)([O-:14])=[O:13], predict the reaction product. The product is: [CH3:1][O:2][CH2:3][CH2:4][N:5]([CH2:19][C:18]1[CH:21]=[CH:22][C:15]([N+:12]([O-:14])=[O:13])=[CH:16][CH:17]=1)[CH2:19][C:18]1[CH:21]=[CH:22][C:15]([N+:12]([O-:14])=[O:13])=[CH:16][CH:17]=1. (6) Given the reactants C[C:2]1[NH:6][N:5]=[C:4]([C:7]([O-:9])=[O:8])[N:3]=1.C(O[C@@H:14]1[O:26][C@H:25]([CH2:27][O:28][C:29](=[O:31])[CH3:30])[C@@H:20]([O:21][C:22](=[O:24])[CH3:23])[C@H:15]1[O:16][C:17](=[O:19])[CH3:18])(=O)C.[N+]([C:35]1C=CC(OP([O-])(OC2C=CC([N+]([O-])=O)=CC=2)=O)=CC=1)([O-])=O, predict the reaction product. The product is: [C:17]([O:16][C@@H:15]1[C@H:20]([O:21][C:22](=[O:24])[CH3:23])[C@@H:25]([CH2:27][O:28][C:29](=[O:31])[CH3:30])[O:26][C@H:14]1[N:5]1[C:4]([C:7]([O:9][CH3:35])=[O:8])=[N:3][CH:2]=[N:6]1)(=[O:19])[CH3:18].